From a dataset of Forward reaction prediction with 1.9M reactions from USPTO patents (1976-2016). Predict the product of the given reaction. (1) The product is: [O:90]1[C:89]2[CH:93]=[CH:94][C:86]([C:68]3[CH:67]=[C:66]([CH:71]=[C:70]([C:72](=[O:85])[NH:73][CH2:74][C:75]4[CH:80]=[CH:79][CH:78]=[CH:77][C:76]=4[O:81][CH:82]([F:83])[F:84])[CH:69]=3)[O:65][CH2:64][CH2:63][CH2:62][CH2:61][CH2:60][CH2:59][C:55]3[C:54]([CH2:95][CH2:96][C:97]([OH:99])=[O:98])=[C:53]([CH:58]=[CH:57][CH:56]=3)[O:52][CH2:51][CH2:50][CH2:49][C:48]([OH:102])=[O:47])=[CH:87][C:88]=2[O:92][CH2:91]1. Given the reactants C(CCC1C(CCCCCCOC2C=C(C3C=CC(F)=C(F)C=3)C=C(C(=O)N(C)C)C=2)=CC=CC=1OCCCC(O)=O)(O)=O.C([O:47][C:48](=[O:102])[CH2:49][CH2:50][CH2:51][O:52][C:53]1[CH:58]=[CH:57][CH:56]=[C:55]([CH2:59][CH2:60][CH2:61][CH2:62][CH2:63][CH2:64][O:65][C:66]2[CH:71]=[C:70]([C:72](=[O:85])[NH:73][CH2:74][C:75]3[CH:80]=[CH:79][CH:78]=[CH:77][C:76]=3[O:81][CH:82]([F:84])[F:83])[CH:69]=[C:68]([C:86]3[CH:94]=[CH:93][C:89]4[O:90][CH2:91][O:92][C:88]=4[CH:87]=3)[CH:67]=2)[C:54]=1[CH2:95][CH2:96][C:97]([O:99]CC)=[O:98])C.[OH-].[Na+], predict the reaction product. (2) Given the reactants [N+:1]([CH3:4])([O-:3])=[O:2].[H-].[Na+].[O-]S([O-])(=O)=O.[Mg+2].[CH3:13][O:14][C:15](=[O:25])[C:16]1[C:21]([F:22])=[CH:20][C:19]([Br:23])=[CH:18][C:17]=1F, predict the reaction product. The product is: [CH3:13][O:14][C:15](=[O:25])[C:16]1[C:17]([CH2:4][N+:1]([O-:3])=[O:2])=[CH:18][C:19]([Br:23])=[CH:20][C:21]=1[F:22]. (3) Given the reactants Br[C:2]1[CH:3]=[C:4]([CH:25]=[CH:26][N:27]=1)[C:5]([NH:7][C:8]1[S:9][C:10]2[C:16]([CH:17]3[CH2:22][O:21][CH2:20][CH2:19][O:18]3)=[CH:15][CH:14]=[C:13]([O:23][CH3:24])[C:11]=2[N:12]=1)=[O:6].C(=O)([O-])[O-].[Cs+].[Cs+].Cl.[NH:35]1[CH2:38][CH:37]([OH:39])[CH2:36]1.CS(C)=O, predict the reaction product. The product is: [O:18]1[CH2:19][CH2:20][O:21][CH2:22][CH:17]1[C:16]1[C:10]2[S:9][C:8]([NH:7][C:5](=[O:6])[C:4]3[CH:25]=[CH:26][N:27]=[C:2]([N:35]4[CH2:38][CH:37]([OH:39])[CH2:36]4)[CH:3]=3)=[N:12][C:11]=2[C:13]([O:23][CH3:24])=[CH:14][CH:15]=1. (4) Given the reactants [H-].[Al+3].[Li+].[H-].[H-].[H-].C[O:8][C:9]([C:11]1[CH:33]=[CH:32][C:14]2[N:15]=[C:16]([CH2:21][CH2:22][CH2:23][CH2:24][N:25]([CH2:29][CH2:30][CH3:31])[CH2:26][CH2:27][CH3:28])[N:17]([CH2:18][CH2:19][CH3:20])[C:13]=2[CH:12]=1)=O.O.O.O.O.O.O.O.O.O.O.S([O-])([O-])(=O)=O.[Na+].[Na+], predict the reaction product. The product is: [CH2:29]([N:25]([CH2:26][CH2:27][CH3:28])[CH2:24][CH2:23][CH2:22][CH2:21][C:16]1[N:17]([CH2:18][CH2:19][CH3:20])[C:13]2[CH:12]=[C:11]([CH2:9][OH:8])[CH:33]=[CH:32][C:14]=2[N:15]=1)[CH2:30][CH3:31]. (5) Given the reactants [C:1]([O:5][C:6]([CH:8]1[NH:20][CH2:19][C:17]2=[C:18]3[C:13](=[C:14]([CH2:21][C:22](=[O:24])[NH2:23])[CH:15]=[CH:16]2)[CH:12]=[CH:11][N:10]3[CH2:9]1)=[O:7])([CH3:4])([CH3:3])[CH3:2].C[O:26][C:27](=O)[C:28]([C:30]1[C:40]2=[C:41]3[C:36](=[CH:37][C:38]([F:42])=[CH:39]2)[C:35]([CH3:44])([CH3:43])[CH2:34][CH2:33][N:32]3[CH:31]=1)=O, predict the reaction product. The product is: [C:1]([O:5][C:6]([CH:8]1[NH:20][CH2:19][C:17]2=[C:18]3[C:13](=[C:14]([C:21]4[C:22](=[O:24])[NH:23][C:27](=[O:26])[C:28]=4[C:30]4[C:40]5=[C:41]6[C:36](=[CH:37][C:38]([F:42])=[CH:39]5)[C:35]([CH3:43])([CH3:44])[CH2:34][CH2:33][N:32]6[CH:31]=4)[CH:15]=[CH:16]2)[CH:12]=[CH:11][N:10]3[CH2:9]1)=[O:7])([CH3:4])([CH3:2])[CH3:3]. (6) Given the reactants Cl[C:2]1[N:10]=[CH:9][N:8]=[C:7]2[C:3]=1[NH:4][CH:5]=[N:6]2.[F:11][C:12]1[CH:13]=[CH:14][C:15]2[N:19]=[C:18]([CH:20]([NH2:22])[CH3:21])[N:17]([C:23]3[CH:28]=[CH:27][CH:26]=[C:25]([F:29])[CH:24]=3)[C:16]=2[CH:30]=1.CCN(C(C)C)C(C)C, predict the reaction product. The product is: [F:11][C:12]1[CH:13]=[CH:14][C:15]2[N:19]=[C:18]([CH:20]([NH:22][C:2]3[N:10]=[CH:9][N:8]=[C:7]4[C:3]=3[N:4]=[CH:5][NH:6]4)[CH3:21])[N:17]([C:23]3[CH:28]=[CH:27][CH:26]=[C:25]([F:29])[CH:24]=3)[C:16]=2[CH:30]=1. (7) Given the reactants FC(F)(F)C([O-])=O.C(N(CC)C(C)C)(C)C.[Cl:17][C:18]1[CH:19]=[C:20]2[C:24](=[CH:25][CH:26]=1)[NH:23][C:22]([S:27]([N:30]1[CH2:35][CH2:34][CH:33]([C:36]([OH:38])=O)[CH2:32][CH2:31]1)(=[O:29])=[O:28])=[CH:21]2.F[B-](F)(F)F.N1(OC(N(C)C)=[N+](C)C)C2C=CC=CC=2N=N1.[CH3:61][N:62]1[C:67](=[O:68])[CH:66]=[CH:65][C:64]([CH:69]2[CH2:74][CH2:73][NH:72][CH2:71][CH2:70]2)=[N:63]1, predict the reaction product. The product is: [Cl:17][C:18]1[CH:19]=[C:20]2[C:24](=[CH:25][CH:26]=1)[NH:23][C:22]([S:27]([N:30]1[CH2:31][CH2:32][CH:33]([C:36]([N:72]3[CH2:71][CH2:70][CH:69]([C:64]4[CH:65]=[CH:66][C:67](=[O:68])[N:62]([CH3:61])[N:63]=4)[CH2:74][CH2:73]3)=[O:38])[CH2:34][CH2:35]1)(=[O:28])=[O:29])=[CH:21]2.